Predict the reactants needed to synthesize the given product. From a dataset of Full USPTO retrosynthesis dataset with 1.9M reactions from patents (1976-2016). (1) Given the product [Cl:1][C:2]1[CH:7]=[CH:6][CH:5]=[CH:4][C:3]=1[C@H:8]([O:10][C:11](=[O:26])[NH:12][C:13]1[C:14]([CH3:25])=[N:15][O:16][C:17]=1[C:18]1[CH:23]=[CH:22][C:21]([C:33]2[CH:34]=[CH:35][C:30]([CH2:29][C:27]#[N:28])=[CH:31][CH:32]=2)=[CH:20][CH:19]=1)[CH3:9], predict the reactants needed to synthesize it. The reactants are: [Cl:1][C:2]1[CH:7]=[CH:6][CH:5]=[CH:4][C:3]=1[C@H:8]([O:10][C:11](=[O:26])[NH:12][C:13]1[C:14]([CH3:25])=[N:15][O:16][C:17]=1[C:18]1[CH:23]=[CH:22][C:21](Br)=[CH:20][CH:19]=1)[CH3:9].[C:27]([CH2:29][C:30]1[CH:35]=[CH:34][C:33](B(O)O)=[CH:32][CH:31]=1)#[N:28]. (2) Given the product [CH3:20][O:21][CH2:22][CH2:23][N:24]1[CH:28]=[C:27]([C:2]2[CH:3]=[C:4]([CH:17]=[CH:18][CH:19]=2)[CH2:5][CH2:6][O:7][CH2:8][CH2:9][C:10]([O:12][C:13]([CH3:16])([CH3:15])[CH3:14])=[O:11])[CH:26]=[N:25]1, predict the reactants needed to synthesize it. The reactants are: Br[C:2]1[CH:3]=[C:4]([CH:17]=[CH:18][CH:19]=1)[CH2:5][CH2:6][O:7][CH2:8][CH2:9][C:10]([O:12][C:13]([CH3:16])([CH3:15])[CH3:14])=[O:11].[CH3:20][O:21][CH2:22][CH2:23][N:24]1[CH:28]=[C:27](B2OC(C)(C)C(C)(C)O2)[CH:26]=[N:25]1. (3) Given the product [Br:1][C:2]1[CH:3]=[CH:4][C:5]2[C:13](=[O:14])[C:12](=[O:15])[C:11]3[N:10]([CH3:16])[C:9]([CH2:17][NH:28][CH:25]([CH3:27])[CH3:26])=[C:8]([C:19]([O:21][CH2:22][CH3:23])=[O:20])[C:7]=3[C:6]=2[CH:24]=1, predict the reactants needed to synthesize it. The reactants are: [Br:1][C:2]1[CH:3]=[CH:4][C:5]2[C:13](=[O:14])[C:12](=[O:15])[C:11]3[N:10]([CH3:16])[C:9]([CH2:17]Br)=[C:8]([C:19]([O:21][CH2:22][CH3:23])=[O:20])[C:7]=3[C:6]=2[CH:24]=1.[CH:25]([NH2:28])([CH3:27])[CH3:26].